This data is from Reaction yield outcomes from USPTO patents with 853,638 reactions. The task is: Predict the reaction yield, written as a fraction of the theoretical maximum amount of product (1.0 means a 100% yield; for example, 0.34 means a 34% yield). The reactants are [NH2:1][C:2]([C:4]1[CH:5]=[N:6][C:7]2[C:12]([C:13]=1[NH:14][C:15]1[CH:16]=[CH:17][C:18]([C:25]3[O:26][CH:27]=[CH:28][CH:29]=3)=[C:19]([CH:24]=1)[C:20]([O:22]C)=[O:21])=[CH:11][CH:10]=[C:9]([C:30]1[C:31]([O:38][CH3:39])=[N:32][C:33]([O:36][CH3:37])=[N:34][CH:35]=1)[CH:8]=2)=[O:3].[OH-].[Na+]. The catalyst is CO. The product is [NH2:1][C:2]([C:4]1[CH:5]=[N:6][C:7]2[C:12]([C:13]=1[NH:14][C:15]1[CH:16]=[CH:17][C:18]([C:25]3[O:26][CH:27]=[CH:28][CH:29]=3)=[C:19]([CH:24]=1)[C:20]([OH:22])=[O:21])=[CH:11][CH:10]=[C:9]([C:30]1[C:31]([O:38][CH3:39])=[N:32][C:33]([O:36][CH3:37])=[N:34][CH:35]=1)[CH:8]=2)=[O:3]. The yield is 0.514.